From a dataset of Drug-induced liver injury (DILI) classification data. Regression/Classification. Given a drug SMILES string, predict its toxicity properties. Task type varies by dataset: regression for continuous values (e.g., LD50, hERG inhibition percentage) or binary classification for toxic/non-toxic outcomes (e.g., AMES mutagenicity, cardiotoxicity, hepatotoxicity). Dataset: dili. (1) The drug is OC(c1cc(C(F)(F)F)nc2c(C(F)(F)F)cccc12)C1CCCCN1. The result is 0 (no liver injury). (2) The drug is Cc1cc(NS(=O)(=O)c2ccc(N)cc2)no1. The result is 1 (causes liver injury). (3) The drug is Cc1ccc(Nc2c(F)cccc2Cl)c(CC(=O)O)c1. The result is 1 (causes liver injury). (4) The drug is CC(O)CN1CCN(CC(=O)[O-])CCN(CC(=O)[O-])CCN(CC(=O)[O-])CC1.[Gd+3]. The result is 0 (no liver injury). (5) The molecule is CC(=O)OC12COC1CC(O)C1(C)C(=O)C(O)C3=C(C)C(OC(=O)C(O)C(NC(=O)OC(C)(C)C)c4ccccc4)CC(O)(C(OC(=O)c4ccccc4)C21)C3(C)C. The result is 1 (causes liver injury). (6) The compound is C[Si](C)(C)O[Si](C)(C)O[Si](C)(C)C. The result is 0 (no liver injury). (7) The drug is CCCCCCCCCCCC(CC1OC(=O)C1CCCCCC)OC(=O)C(CC(C)C)NC=O. The result is 1 (causes liver injury). (8) The compound is CNCC(O)c1ccc(O)c(O)c1. The result is 0 (no liver injury).